The task is: Predict the product of the given reaction.. This data is from Forward reaction prediction with 1.9M reactions from USPTO patents (1976-2016). (1) Given the reactants [C:1]([O:5][C:6]([N:8]([C:13]1[CH:18]=[CH:17][C:16]([CH2:19][CH2:20][C:21]([O:23]C)=[O:22])=[CH:15][CH:14]=1)[S:9]([CH3:12])(=[O:11])=[O:10])=[O:7])([CH3:4])([CH3:3])[CH3:2].[Li+].[OH-], predict the reaction product. The product is: [C:1]([O:5][C:6]([N:8]([C:13]1[CH:14]=[CH:15][C:16]([CH2:19][CH2:20][C:21]([OH:23])=[O:22])=[CH:17][CH:18]=1)[S:9]([CH3:12])(=[O:11])=[O:10])=[O:7])([CH3:4])([CH3:2])[CH3:3]. (2) Given the reactants [C:1]([O:5][CH2:6][C:7]([CH3:13])([N+:10]([O-])=O)[CH2:8][OH:9])([CH3:4])([CH3:3])[CH3:2].[H][H], predict the reaction product. The product is: [NH2:10][C:7]([CH3:13])([CH2:6][O:5][C:1]([CH3:4])([CH3:3])[CH3:2])[CH2:8][OH:9]. (3) Given the reactants [Cl:1][C:2]1[CH:7]=[CH:6][CH:5]=[CH:4][C:3]=1[N:8]1[C:12](=[O:13])[NH:11][N:10]=[C:9]1[C:14]1[S:30][C:17]2[C:18]3[CH:26]=[CH:25][C:24]([C:27]([OH:29])=O)=[CH:23][C:19]=3[O:20][CH2:21][CH2:22][C:16]=2[CH:15]=1.[CH3:31][C:32]([NH2:36])([CH3:35])[CH2:33][NH2:34].CN(C(ON1N=NC2C=CC=NC1=2)=[N+](C)C)C.F[P-](F)(F)(F)(F)F.CCN(C(C)C)C(C)C, predict the reaction product. The product is: [NH2:36][C:32]([CH3:35])([CH3:31])[CH2:33][NH:34][C:27]([C:24]1[CH:25]=[CH:26][C:18]2[C:17]3[S:30][C:14]([C:9]4[N:8]([C:3]5[CH:4]=[CH:5][CH:6]=[CH:7][C:2]=5[Cl:1])[C:12](=[O:13])[NH:11][N:10]=4)=[CH:15][C:16]=3[CH2:22][CH2:21][O:20][C:19]=2[CH:23]=1)=[O:29]. (4) Given the reactants [CH3:1][O:2][C:3]1[CH:16]=[CH:15][C:6]([CH2:7][C:8]2[CH:9]=[C:10](Br)[CH:11]=[CH:12][CH:13]=2)=[CH:5][CH:4]=1.C([Li])CCC.[CH2:22]([O:29][CH:30]1[CH:35]([O:36][CH2:37][C:38]2[CH:43]=[CH:42][CH:41]=[CH:40][CH:39]=2)[CH:34]([O:44][CH2:45][C:46]2[CH:51]=[CH:50][CH:49]=[CH:48][CH:47]=2)[CH:33]([CH2:52][O:53][CH2:54][C:55]2[CH:60]=[CH:59][CH:58]=[CH:57][CH:56]=2)[CH2:32][C:31]1=[O:61])[C:23]1[CH:28]=[CH:27][CH:26]=[CH:25][CH:24]=1.[Cl-].[NH4+], predict the reaction product. The product is: [CH2:22]([O:29][C@@H:30]1[C@@H:35]([O:36][CH2:37][C:38]2[CH:43]=[CH:42][CH:41]=[CH:40][CH:39]=2)[C@H:34]([O:44][CH2:45][C:46]2[CH:51]=[CH:50][CH:49]=[CH:48][CH:47]=2)[C@@H:33]([CH2:52][O:53][CH2:54][C:55]2[CH:56]=[CH:57][CH:58]=[CH:59][CH:60]=2)[CH2:32][C:31]1([C:10]1[CH:11]=[CH:12][CH:13]=[C:8]([CH2:7][C:6]2[CH:15]=[CH:16][C:3]([O:2][CH3:1])=[CH:4][CH:5]=2)[CH:9]=1)[OH:61])[C:23]1[CH:28]=[CH:27][CH:26]=[CH:25][CH:24]=1. (5) Given the reactants C([N-]C(C)C)(C)C.[Li+].[CH3:9][N:10]1[C:15](=[O:16])[C:14]2[CH:17]=[C:18]([CH2:20][C:21]3[C:30]4[C:25](=[CH:26][CH:27]=[CH:28][CH:29]=4)[CH:24]=[CH:23][CH:22]=3)[S:19][C:13]=2[N:12]([CH2:31][CH:32]([CH3:34])[CH3:33])[C:11]1=[O:35].[CH3:36][O:37][C:38]1[CH:39]=[C:40]([S:44][S:44][C:40]2[CH:41]=[CH:42][CH:43]=[C:38]([O:37][CH3:36])[CH:39]=2)[CH:41]=[CH:42][CH:43]=1.C(=O)([O-])O.[Na+], predict the reaction product. The product is: [CH3:36][O:37][C:38]1[CH:39]=[C:40]([S:44][C:17]2[C:14]3[C:15](=[O:16])[N:10]([CH3:9])[C:11](=[O:35])[N:12]([CH2:31][CH:32]([CH3:33])[CH3:34])[C:13]=3[S:19][C:18]=2[CH2:20][C:21]2[C:30]3[C:25](=[CH:26][CH:27]=[CH:28][CH:29]=3)[CH:24]=[CH:23][CH:22]=2)[CH:41]=[CH:42][CH:43]=1. (6) Given the reactants Br[C:2]1[CH:16]=[CH:15][C:5]([CH2:6][N:7]2[CH2:11][CH:10]([CH2:12][Cl:13])[O:9][C:8]2=[O:14])=[CH:4][CH:3]=1.[F:17][C:18]1[CH:23]=[C:22]([F:24])[CH:21]=[CH:20][C:19]=1B(O)O, predict the reaction product. The product is: [Cl:13][CH2:12][CH:10]1[O:9][C:8](=[O:14])[N:7]([CH2:6][C:5]2[CH:15]=[CH:16][C:2]([C:21]3[CH:20]=[CH:19][C:18]([F:17])=[CH:23][C:22]=3[F:24])=[CH:3][CH:4]=2)[CH2:11]1.